Task: Predict the reaction yield, written as a fraction of the theoretical maximum amount of product (1.0 means a 100% yield; for example, 0.34 means a 34% yield).. Dataset: Reaction yield outcomes from USPTO patents with 853,638 reactions (1) The reactants are [Br:1][C:2]1[C:11]([CH2:12]Cl)=[C:10]2[C:5]([NH:6][C:7]([CH3:17])([CH3:16])[C:8](=[O:15])[N:9]2[CH3:14])=[CH:4][CH:3]=1.[CH3:18][O:19][C:20]1[CH:26]=[CH:25][CH:24]=[CH:23][C:21]=1[NH2:22].C(=O)([O-])[O-].[K+].[K+].C(OCC)(=O)C. The catalyst is CN(C)C=O.C(OCC)C. The product is [Br:1][C:2]1[C:11]([CH2:12][NH:22][C:21]2[CH:23]=[CH:24][CH:25]=[CH:26][C:20]=2[O:19][CH3:18])=[C:10]2[C:5]([NH:6][C:7]([CH3:17])([CH3:16])[C:8](=[O:15])[N:9]2[CH3:14])=[CH:4][CH:3]=1. The yield is 0.630. (2) The reactants are [CH:1]([C:3]1[S:7][C:6](B(O)O)=[CH:5][CH:4]=1)=[O:2].P(O[CH2:20][C:21]1[CH:26]=[CH:25][C:24]([Cl:27])=[CH:23][CH:22]=1)(OCC)(OCC)=O.ClC1C=CC(CC2C=C(C=O)SC=2)=CC=1. No catalyst specified. The product is [Cl:27][C:24]1[CH:25]=[CH:26][C:21]([CH2:20][C:6]2[S:7][C:3]([CH:1]=[O:2])=[CH:4][CH:5]=2)=[CH:22][CH:23]=1. The yield is 0.480.